From a dataset of Forward reaction prediction with 1.9M reactions from USPTO patents (1976-2016). Predict the product of the given reaction. (1) Given the reactants [CH:1]([C:3]1[CH:10]=[CH:9][C:6]([C:7]#[N:8])=[CH:5][CH:4]=1)=O.COP([CH2:17][C:18](=[O:20])[CH3:19])(=O)OC.C([O-])([O-])=O.[K+].[K+], predict the reaction product. The product is: [O:20]=[C:18]([CH3:19])/[CH:17]=[CH:1]/[C:3]1[CH:10]=[CH:9][C:6]([C:7]#[N:8])=[CH:5][CH:4]=1. (2) Given the reactants [NH2:1][CH2:2][CH2:3][OH:4].CO.CO[C:9]([C:11]1[NH:12][C:13]2[CH:14]=[C:15]([NH:25][C:26]([O:28][C:29]([CH3:32])([CH3:31])[CH3:30])=[O:27])[CH:16]=[C:17]3[C:23](=[O:24])[NH:22][N:21]=[CH:20][C:19]=1[C:18]=23)=[O:10].C(N(CC)CC)C, predict the reaction product. The product is: [C:29]([O:28][C:26](=[O:27])[NH:25][C:15]1[CH:16]=[C:17]2[C:23](=[O:24])[NH:22][N:21]=[CH:20][C:19]3=[C:11]([C:9](=[O:10])[NH:1][CH2:2][CH2:3][OH:4])[NH:12][C:13]([CH:14]=1)=[C:18]23)([CH3:32])([CH3:31])[CH3:30]. (3) The product is: [NH2:9][C:3]1[N:4]=[CH:5][N:6]=[C:7]([NH:10][CH2:11][CH:12]2[CH2:13][CH2:14][N:15]([C:18](=[O:20])[CH:43]=[CH2:44])[CH2:16][CH2:17]2)[C:2]=1[C:27]1[CH:28]=[C:29]([F:39])[C:30]([O:32][C:33]2[CH:38]=[CH:37][CH:36]=[CH:35][CH:34]=2)=[CH:31][C:26]=1[F:25]. Given the reactants Cl[C:2]1[C:3]([NH2:9])=[N:4][CH:5]=[N:6][C:7]=1Cl.[NH2:10][CH2:11][CH:12]1[CH2:17][CH2:16][N:15]([C:18]([O:20]C(C)(C)C)=O)[CH2:14][CH2:13]1.[F:25][C:26]1[CH:31]=[C:30]([O:32][C:33]2[CH:38]=[CH:37][CH:36]=[CH:35][CH:34]=2)[C:29]([F:39])=[CH:28][C:27]=1B(O)O.[C:43](Cl)(=O)[CH:44]=C, predict the reaction product. (4) Given the reactants [CH2:1]([O:3][C:4](=[O:12])[C:5]1[CH:10]=[CH:9][C:8](Br)=[CH:7][CH:6]=1)[CH3:2].[CH:13]([C:15]1[CH:16]=[C:17](B(O)O)[CH:18]=[CH:19][CH:20]=1)=[O:14].C([O-])([O-])=O.[K+].[K+], predict the reaction product. The product is: [CH2:1]([O:3][C:4]([C:5]1[CH:10]=[CH:9][C:8]([C:19]2[CH:18]=[CH:17][CH:16]=[C:15]([CH:13]=[O:14])[CH:20]=2)=[CH:7][CH:6]=1)=[O:12])[CH3:2]. (5) Given the reactants [C:1]([N:20]1[CH:28]=[C:27]2[C:22]([CH2:23][CH2:24][CH2:25][C:26]2=[N:29][OH:30])=[N:21]1)([C:14]1[CH:19]=[CH:18][CH:17]=[CH:16][CH:15]=1)([C:8]1[CH:13]=[CH:12][CH:11]=[CH:10][CH:9]=1)[C:2]1[CH:7]=[CH:6][CH:5]=[CH:4][CH:3]=1.N1C=CC=C[CH:32]=1.C[C:38]#[C:39][C:40]([O-:42])=[O:41].O, predict the reaction product. The product is: [CH3:32][O:42][C:40](=[O:41])[CH:39]=[CH:38][O:30]/[N:29]=[C:26]1/[C:27]2[C:22]([CH2:23][CH2:24][CH2:25]/1)=[N:21][N:20]([C:1]([C:14]1[CH:19]=[CH:18][CH:17]=[CH:16][CH:15]=1)([C:8]1[CH:13]=[CH:12][CH:11]=[CH:10][CH:9]=1)[C:2]1[CH:3]=[CH:4][CH:5]=[CH:6][CH:7]=1)[CH:28]=2. (6) Given the reactants [OH:1][C:2]1([C:9]2[CH:14]=[CH:13][CH:12]=[C:11]([O:15][CH3:16])[CH:10]=2)[CH2:7][CH2:6][C:5](=[O:8])[CH2:4][CH2:3]1.[BH4-].[Na+].O, predict the reaction product. The product is: [OH:1][C:2]1([C:9]2[CH:14]=[CH:13][CH:12]=[C:11]([O:15][CH3:16])[CH:10]=2)[CH2:7][CH2:6][CH:5]([OH:8])[CH2:4][CH2:3]1.